Predict the reactants needed to synthesize the given product. From a dataset of Full USPTO retrosynthesis dataset with 1.9M reactions from patents (1976-2016). Given the product [CH3:13][O:14][C:15]1[CH:22]=[CH:21][CH:20]=[CH:19][C:16]=1[CH2:17][NH:18][C:6]1[CH:5]=[CH:4][C:3]2[C:2]([NH:30][CH2:29][C:28]3[N:24]([CH3:23])[CH:25]=[N:26][CH:27]=3)=[CH:11][CH:10]=[CH:9][C:8]=2[N:7]=1, predict the reactants needed to synthesize it. The reactants are: Br[C:2]1[CH:11]=[CH:10][CH:9]=[C:8]2[C:3]=1[CH:4]=[CH:5][C:6](Cl)=[N:7]2.[CH3:13][O:14][C:15]1[CH:22]=[CH:21][CH:20]=[CH:19][C:16]=1[CH2:17][NH2:18].[CH3:23][N:24]1[C:28]([CH2:29][NH2:30])=[CH:27][N:26]=[CH:25]1.